From a dataset of Forward reaction prediction with 1.9M reactions from USPTO patents (1976-2016). Predict the product of the given reaction. (1) Given the reactants [NH2:1][C:2]1[CH:15]=[CH:14][CH:13]=[CH:12][C:3]=1[C:4]([C:6]1[CH:11]=[CH:10][CH:9]=[CH:8][CH:7]=1)=O.[C:16]([C:19]1[CH:24]=[C:23]([C:25](=O)[CH3:26])[CH:22]=[C:21]([C:28](=O)[CH3:29])[CH:20]=1)(=O)[CH3:17].P([O-])(O[C:41]1[CH:46]=[CH:45][CH:44]=[CH:43][CH:42]=1)(O[C:41]1[CH:46]=[CH:45][CH:44]=[CH:43][CH:42]=1)=O, predict the reaction product. The product is: [C:6]1([C:4]2[C:3]3[C:2](=[CH:15][CH:14]=[CH:13][CH:12]=3)[N:1]=[C:16]([C:19]3[CH:24]=[C:23]([C:25]4[CH:26]=[C:4]([C:6]5[CH:11]=[CH:10][CH:9]=[CH:8][CH:7]=5)[C:3]5[C:2](=[CH:15][CH:14]=[CH:13][CH:12]=5)[N:1]=4)[CH:22]=[C:21]([C:28]4[CH:29]=[C:4]([C:41]5[CH:42]=[CH:43][CH:44]=[CH:45][CH:46]=5)[C:3]5[C:2](=[CH:15][CH:14]=[CH:13][CH:12]=5)[N:1]=4)[CH:20]=3)[CH:17]=2)[CH:11]=[CH:10][CH:9]=[CH:8][CH:7]=1. (2) Given the reactants C[O:2][C:3]([C:5]1[CH:6]=[N:7][N:8]([C:11]([CH3:14])([CH3:13])[CH3:12])[C:9]=1[CH3:10])=[O:4].[OH-].[Na+], predict the reaction product. The product is: [C:11]([N:8]1[C:9]([CH3:10])=[C:5]([C:3]([OH:4])=[O:2])[CH:6]=[N:7]1)([CH3:14])([CH3:12])[CH3:13]. (3) Given the reactants [C:1]([O:5][C:6]([N:8]1[C:16]2[C:11](=[CH:12][CH:13]=[CH:14][CH:15]=2)[C:10](/[CH:17]=[CH:18]/[C:19]([OH:21])=O)=[CH:9]1)=[O:7])([CH3:4])([CH3:3])[CH3:2].CCN(CC)CC.C(Cl)(=O)C(C)(C)C.C([Li])CCC.[Li].[C:42]1([C@@H:48]2[CH2:52][O:51][C:50](=[O:53])[NH:49]2)[CH:47]=[CH:46][CH:45]=[CH:44][CH:43]=1, predict the reaction product. The product is: [O:21]=[C:19]([N:49]1[C@H:48]([C:42]2[CH:47]=[CH:46][CH:45]=[CH:44][CH:43]=2)[CH2:52][O:51][C:50]1=[O:53])/[CH:18]=[CH:17]/[C:10]1[C:11]2[C:16](=[CH:15][CH:14]=[CH:13][CH:12]=2)[N:8]([C:6]([O:5][C:1]([CH3:2])([CH3:4])[CH3:3])=[O:7])[CH:9]=1. (4) Given the reactants [CH:1]1[CH:6]=[C:5]2[CH:7]=[CH:8][CH:9]=[C:10]([CH:11]=[O:12])[C:4]2=[CH:3][CH:2]=1.C(O[CH2:17][CH:18]=[CH2:19])(=O)C.O.CCN(CC)CC.CC1C(C)=C(C)C(C)=C(C)C=1C, predict the reaction product. The product is: [C:10]1([CH:11]([OH:12])[CH2:19][CH:18]=[CH2:17])[C:4]2[C:5](=[CH:6][CH:1]=[CH:2][CH:3]=2)[CH:7]=[CH:8][CH:9]=1. (5) Given the reactants [CH3:1][N:2]([C:4]([O:6][C:7]([CH3:10])([CH3:9])[CH3:8])=[O:5])[NH2:3].Cl[CH2:12]/[CH:13]=[CH:14]\[CH2:15]Cl, predict the reaction product. The product is: [N:3]1([N:2]([CH3:1])[C:4](=[O:5])[O:6][C:7]([CH3:10])([CH3:9])[CH3:8])[CH2:15][CH:14]=[CH:13][CH2:12]1. (6) Given the reactants Br[C:2]1[N:3]=[C:4]([CH:7]([O:20][Si:21]([C:24]([CH3:27])([CH3:26])[CH3:25])([CH3:23])[CH3:22])[CH2:8][CH2:9][CH2:10][CH2:11][CH2:12][CH2:13][C:14]2[CH:19]=[CH:18][CH:17]=[CH:16][CH:15]=2)[O:5][CH:6]=1.C([O:31][CH2:32][C:33]([F:36])([F:35])[F:34])(=O)C, predict the reaction product. The product is: [Si:21]([O:20][CH:7]([C:4]1[O:5][CH:6]=[C:2]([C:32](=[O:31])[C:33]([F:36])([F:35])[F:34])[N:3]=1)[CH2:8][CH2:9][CH2:10][CH2:11][CH2:12][CH2:13][C:14]1[CH:19]=[CH:18][CH:17]=[CH:16][CH:15]=1)([C:24]([CH3:27])([CH3:26])[CH3:25])([CH3:23])[CH3:22]. (7) Given the reactants [CH2:1]([O:8][C:9]1[N:14]=[CH:13][C:12]([CH2:15][C:16]2[CH:20]=[C:19]([C:21]3[C:22]([NH2:28])=[N:23][C:24]([NH2:27])=[CH:25][CH:26]=3)[O:18][N:17]=2)=[CH:11][CH:10]=1)[C:2]1[CH:7]=[CH:6][CH:5]=[CH:4][CH:3]=1.C(N(CC)CC)C.[CH3:36][O:37][CH2:38][C:39](Cl)=[O:40], predict the reaction product. The product is: [NH2:28][C:22]1[N:23]=[C:24]([NH:27][C:39](=[O:40])[CH2:38][O:37][CH3:36])[CH:25]=[CH:26][C:21]=1[C:19]1[O:18][N:17]=[C:16]([CH2:15][C:12]2[CH:13]=[N:14][C:9]([O:8][CH2:1][C:2]3[CH:7]=[CH:6][CH:5]=[CH:4][CH:3]=3)=[CH:10][CH:11]=2)[CH:20]=1.